Dataset: Full USPTO retrosynthesis dataset with 1.9M reactions from patents (1976-2016). Task: Predict the reactants needed to synthesize the given product. (1) Given the product [OH:1][C@H:2]1[CH2:7][N:6]([C:77]([O:76][C:72]([CH3:75])([CH3:74])[CH3:73])=[O:78])[C@H:5]([C:8]([N:25]2[CH2:24][CH:23]=[C:22]([C:16]3[CH:21]=[CH:20][CH:19]=[CH:18][CH:17]=3)[CH2:27][CH2:26]2)=[O:10])[C@@H:4]([C:11]([O:13][CH3:14])=[O:12])[CH2:3]1, predict the reactants needed to synthesize it. The reactants are: [OH:1][C@H:2]1[CH2:7][NH:6][C@H:5]([C:8]([OH:10])=O)[C@@H:4]([C:11]([O:13][CH3:14])=[O:12])[CH2:3]1.Cl.[C:16]1([C:22]2[CH2:23][CH2:24][NH:25][CH2:26][CH:27]=2)[CH:21]=[CH:20][CH:19]=[CH:18][CH:17]=1.F[P-](F)(F)(F)(F)F.N1(O[P+](N(C)C)(N(C)C)N(C)C)C2C=CC=CC=2N=N1.CN(C)C=O.C(N(CC)C(C)C)(C)C.C(Cl)Cl.[C:72]([O:76][C:77](OC(OC(C)(C)C)=O)=[O:78])([CH3:75])([CH3:74])[CH3:73]. (2) Given the product [NH2:8][C:9]1[CH:14]=[CH:13][CH:12]=[CH:11][C:10]=1[NH:15][C:16](=[O:29])[C:17]1[CH:22]=[CH:21][C:20]([N:23]2[CH2:24][CH2:25][NH:26][CH2:27][CH2:28]2)=[N:19][CH:18]=1, predict the reactants needed to synthesize it. The reactants are: C(OC([NH:8][C:9]1[CH:14]=[CH:13][CH:12]=[CH:11][C:10]=1[NH:15][C:16](=[O:29])[C:17]1[CH:22]=[CH:21][C:20]([N:23]2[CH2:28][CH2:27][NH:26][CH2:25][CH2:24]2)=[N:19][CH:18]=1)=O)(C)(C)C.Cl. (3) Given the product [Cl:1][C:2]1[C:3]([O:54][C:51]2[CH:52]=[CH:53][C:48]([Cl:47])=[CH:49][C:50]=2[C:55]2[N:59]([CH3:60])[N:58]=[CH:57][CH:56]=2)=[CH:4][C:5]([F:22])=[C:6]([S:8]([NH:11][C:12]2[CH:17]=[CH:16][N:15]=[CH:14][N:13]=2)(=[O:9])=[O:10])[CH:7]=1, predict the reactants needed to synthesize it. The reactants are: [Cl:1][C:2]1[C:3](F)=[CH:4][C:5]([F:22])=[C:6]([S:8]([N:11](COCC)[C:12]2[CH:17]=[CH:16][N:15]=[CH:14][N:13]=2)(=[O:10])=[O:9])[CH:7]=1.ClC1C(F)=CC(F)=C(S(/N=C2/N=CN(COCC)C=C/2)(=O)=O)C=1.[Cl:47][C:48]1[CH:53]=[CH:52][C:51]([OH:54])=[C:50]([C:55]2[N:59]([CH3:60])[N:58]=[CH:57][CH:56]=2)[CH:49]=1.C(=O)([O-])[O-].[K+].[K+].